Dataset: Forward reaction prediction with 1.9M reactions from USPTO patents (1976-2016). Task: Predict the product of the given reaction. (1) Given the reactants [Cl:1][C:2]1[CH:3]=[C:4]([CH:8]=[C:9]([CH2:11][OH:12])[N:10]=1)[C:5]([OH:7])=[O:6].[H-].[Na+].[CH3:15]I, predict the reaction product. The product is: [Cl:1][C:2]1[CH:3]=[C:4]([CH:8]=[C:9]([CH2:11][O:12][CH3:15])[N:10]=1)[C:5]([OH:7])=[O:6]. (2) Given the reactants C1(NC(C2SC(C3C=NC=CC=3)=NC=2C2C=CC=CC=2)=O)C=CC=CC=1.[C:27]1([C:33]2[S:34][C:35]([C:44]([OH:46])=O)=[C:36]([C:38]3[CH:43]=[CH:42][CH:41]=[CH:40][CH:39]=3)[N:37]=2)[CH:32]=[CH:31][CH:30]=[CH:29][CH:28]=1.[CH3:47][O:48][CH2:49][CH2:50][NH:51][CH3:52], predict the reaction product. The product is: [CH3:47][O:48][CH2:49][CH2:50][N:51]([CH3:52])[C:44]([C:35]1[S:34][C:33]([C:27]2[CH:28]=[CH:29][CH:30]=[CH:31][CH:32]=2)=[N:37][C:36]=1[C:38]1[CH:39]=[CH:40][CH:41]=[CH:42][CH:43]=1)=[O:46]. (3) Given the reactants [CH2:1]([O:8][C@@H:9]1[C@@H:21]([O:22][CH2:23][C:24]2[CH:29]=[CH:28][CH:27]=[CH:26][CH:25]=2)[C@@H:20]([CH2:30][O:31]C(C2C=CC=CC=2)(C2C=CC=CC=2)C2C=CC=CC=2)[O:19][C@H:10]1[S:11][C:12]1[CH:17]=[CH:16][C:15]([CH3:18])=[CH:14][CH:13]=1)[C:2]1[CH:7]=[CH:6][CH:5]=[CH:4][CH:3]=1.CC1C=CC(S(O)(=O)=O)=CC=1, predict the reaction product. The product is: [CH2:1]([O:8][C@@H:9]1[C@@H:21]([O:22][CH2:23][C:24]2[CH:25]=[CH:26][CH:27]=[CH:28][CH:29]=2)[C@@H:20]([CH2:30][OH:31])[O:19][C@H:10]1[S:11][C:12]1[CH:17]=[CH:16][C:15]([CH3:18])=[CH:14][CH:13]=1)[C:2]1[CH:7]=[CH:6][CH:5]=[CH:4][CH:3]=1. (4) Given the reactants [C:1]([NH2:12])(=[O:11])[CH2:2][CH2:3][CH2:4][CH2:5][CH2:6][CH2:7][CH2:8][CH2:9][CH3:10].[CH2:13]([N:15]([CH2:24][CH3:25])[C:16]1[CH:23]=[CH:22][C:19]([CH:20]=O)=[CH:18][CH:17]=1)[CH3:14], predict the reaction product. The product is: [CH2:13]([N:15]([CH2:24][CH3:25])[C:16]1[CH:23]=[CH:22][C:19]([CH:20]([NH:12][C:1](=[O:11])[CH2:2][CH2:3][CH2:4][CH2:5][CH2:6][CH2:7][CH2:8][CH2:9][CH3:10])[NH:12][C:1](=[O:11])[CH2:2][CH2:3][CH2:4][CH2:5][CH2:6][CH2:7][CH2:8][CH2:9][CH3:10])=[CH:18][CH:17]=1)[CH3:14]. (5) Given the reactants CCN=C=NCCCN(C)C.C1C=CC2N(O)N=NC=2C=1.[F:22][C:23]1[CH:28]=[C:27]([I:29])[CH:26]=[CH:25][C:24]=1[NH:30][C:31]1[C:39]([C:40]([OH:42])=O)=[C:38]2[N:34]([CH2:35][CH2:36][CH2:37]2)[C:33](=[O:43])[CH:32]=1.Cl.[CH:45]1([CH2:48][O:49][NH2:50])[CH2:47][CH2:46]1, predict the reaction product. The product is: [CH:45]1([CH2:48][O:49][NH:50][C:40]([C:39]2[C:31]([NH:30][C:24]3[CH:25]=[CH:26][C:27]([I:29])=[CH:28][C:23]=3[F:22])=[CH:32][C:33](=[O:43])[N:34]3[C:38]=2[CH2:37][CH2:36][CH2:35]3)=[O:42])[CH2:47][CH2:46]1. (6) Given the reactants [CH3:1][CH:2]([NH2:9])[C:3]1[CH:8]=[CH:7][CH:6]=[CH:5][CH:4]=1.[CH3:10][O:11][CH:12]([O:15][CH3:16])[CH2:13]Br.C(=O)([O-])[O-].[K+].[K+].C(OCC)(=O)C, predict the reaction product. The product is: [CH3:10][O:11][CH:12]([O:15][CH3:16])[CH2:13][NH:9][CH:2]([C:3]1[CH:8]=[CH:7][CH:6]=[CH:5][CH:4]=1)[CH3:1]. (7) Given the reactants [F:1][C:2]([F:7])([F:6])[C:3]([OH:5])=[O:4].[F:8][C:9]([F:14])([F:13])[C:10]([OH:12])=[O:11].[N:15]1[CH:20]=[CH:19][CH:18]=[CH:17][C:16]=1[NH:21][CH2:22][CH2:23][C:24]([N:26]1[CH2:31][CH2:30][N:29]([CH2:32][CH2:33][CH2:34][C:35]([OH:37])=[O:36])[CH2:28][CH2:27]1)=O.C(OC(NCCCN1CCN(CCCC(OC)=O)CC1)=O)(C)(C)C, predict the reaction product. The product is: [F:1][C:2]([F:7])([F:6])[C:3]([OH:5])=[O:4].[F:8][C:9]([F:14])([F:13])[C:10]([OH:12])=[O:11].[F:1][C:2]([F:7])([F:6])[C:3]([OH:5])=[O:4].[N:15]1[CH:20]=[CH:19][CH:18]=[CH:17][C:16]=1[NH:21][CH2:22][CH2:23][CH2:24][N:26]1[CH2:27][CH2:28][N:29]([CH2:32][CH2:33][CH2:34][C:35]([OH:37])=[O:36])[CH2:30][CH2:31]1.